Dataset: hERG Central: cardiac toxicity at 1µM, 10µM, and general inhibition. Task: Predict hERG channel inhibition at various concentrations. (1) The drug is CCn1c(=N)n(CC(O)COc2cccc(C)c2)c2ccccc21.Cl. Results: hERG_inhib (hERG inhibition (general)): blocker. (2) The molecule is COc1ccc(C(=O)N/C(=C\c2ccco2)C(=O)NCc2cccnc2)cc1. Results: hERG_inhib (hERG inhibition (general)): blocker. (3) The molecule is CC1CCN(CCCOc2ccc(Cl)cc2Br)CC1. Results: hERG_inhib (hERG inhibition (general)): blocker. (4) The molecule is CSCC[C@H](NC(=O)OC(C)(C)C)c1nnc(SCC(=O)Nc2ccc(C)cc2C)o1. Results: hERG_inhib (hERG inhibition (general)): blocker. (5) The compound is COc1ccc(C)cc1-n1nnnc1SCc1cc(=O)n2cc(C)ccc2n1. Results: hERG_inhib (hERG inhibition (general)): blocker. (6) The compound is O=C(c1ccc(NS(=O)(=O)c2ccccc2)cc1)N1CCN(Cc2ccc3c(c2)OCO3)CC1. Results: hERG_inhib (hERG inhibition (general)): blocker. (7) Results: hERG_inhib (hERG inhibition (general)): blocker. The molecule is CC(=O)c1ccc(C(=O)NC2CCCN(Cc3ccc(Cl)cc3)C2)s1. (8) The compound is Cc1nn(-c2ccccc2)c2c1C(c1ccc(Cl)cc1)N(c1ccccc1)C(=O)N2. Results: hERG_inhib (hERG inhibition (general)): blocker. (9) The compound is CN(CCOc1ccccc1)C(=O)c1ccc(Cl)c(S(=O)(=O)N2CCCCC2)c1. Results: hERG_inhib (hERG inhibition (general)): blocker. (10) The compound is CC(=O)c1ccc(N2CCN(C(=O)/C=C/c3ccc4ccccc4n3)CC2)cc1. Results: hERG_inhib (hERG inhibition (general)): blocker.